Dataset: Full USPTO retrosynthesis dataset with 1.9M reactions from patents (1976-2016). Task: Predict the reactants needed to synthesize the given product. (1) Given the product [CH2:17]([O:16][C:14](=[O:15])[C:13]([NH:1][C:2]1[CH:3]=[CH:4][C:5]2[N:9]=[C:8]([SH:10])[NH:7][C:6]=2[CH:11]=1)=[O:19])[CH3:18], predict the reactants needed to synthesize it. The reactants are: [NH2:1][C:2]1[CH:3]=[CH:4][C:5]2[N:9]=[C:8]([SH:10])[NH:7][C:6]=2[CH:11]=1.Cl[C:13](=[O:19])[C:14]([O:16][CH2:17][CH3:18])=[O:15].C(OC(=O)C(N1CCC(CC2C=CC(F)=CC=2)CC1)=O)C. (2) Given the product [F:16][C:15]1[C:2]([NH:1][CH2:17][CH2:18][CH3:19])=[C:3]([CH:12]=[CH:13][CH:14]=1)[C:4]([NH:6][C:7]([CH3:11])([C:9]#[CH:10])[CH3:8])=[O:5], predict the reactants needed to synthesize it. The reactants are: [NH2:1][C:2]1[C:15]([F:16])=[CH:14][CH:13]=[CH:12][C:3]=1[C:4]([NH:6][C:7]([CH3:11])([C:9]#[CH:10])[CH3:8])=[O:5].[CH:17](=O)[CH2:18][CH3:19].C(O)(=O)C.C(O[BH-](OC(=O)C)OC(=O)C)(=O)C.[Na+].C([O-])(O)=O.[Na+]. (3) Given the product [NH2:1][C@@:2]([C:9]1[CH:14]=[C:13]([N+:15]([O-:17])=[O:16])[CH:12]=[CH:11][C:10]=1[F:18])([CH2:7][CH3:8])[CH2:3][CH2:4][OH:5], predict the reactants needed to synthesize it. The reactants are: [NH2:1][C@@:2]([C:9]1[CH:14]=[C:13]([N+:15]([O-:17])=[O:16])[CH:12]=[CH:11][C:10]=1[F:18])([CH2:7][CH3:8])[CH2:3][C:4](O)=[O:5].B.[OH-].[Na+]. (4) Given the product [Br:19][C:9]1[CH:10]=[CH:11][C:2]([OH:1])=[C:3]2[C:8]=1[CH2:7][N:6]([C:12]([O:14][C:15]([CH3:18])([CH3:17])[CH3:16])=[O:13])[CH2:5][CH2:4]2, predict the reactants needed to synthesize it. The reactants are: [OH:1][C:2]1[CH:11]=[CH:10][CH:9]=[C:8]2[C:3]=1[CH2:4][CH2:5][N:6]([C:12]([O:14][C:15]([CH3:18])([CH3:17])[CH3:16])=[O:13])[CH2:7]2.[Br:19]N1C(=O)CCC1=O.